This data is from Full USPTO retrosynthesis dataset with 1.9M reactions from patents (1976-2016). The task is: Predict the reactants needed to synthesize the given product. (1) Given the product [CH3:10][C:11]1([CH3:27])[C:15]([CH3:17])([CH3:16])[O:14][B:13]([C:2]2[CH:3]=[N:4][CH:5]=[C:6]([CH:9]=2)[C:7]#[N:8])[O:12]1, predict the reactants needed to synthesize it. The reactants are: Br[C:2]1[CH:3]=[N:4][CH:5]=[C:6]([CH:9]=1)[C:7]#[N:8].[CH3:10][C:11]1([CH3:27])[C:15]([CH3:17])([CH3:16])[O:14][B:13]([B:13]2[O:14][C:15]([CH3:17])([CH3:16])[C:11]([CH3:27])([CH3:10])[O:12]2)[O:12]1.C([O-])(=O)C.[K+]. (2) Given the product [C:1]([C:5]1[CH:10]=[CH:9][C:8]([C:11]2[C:15]([C:16]#[N:17])=[C:14]([S:18][CH3:19])[S:13][C:12]=2[C:20]#[N:22])=[CH:7][CH:6]=1)([CH3:4])([CH3:2])[CH3:3], predict the reactants needed to synthesize it. The reactants are: [C:1]([C:5]1[CH:10]=[CH:9][C:8]([C:11]2[C:15]([C:16]#[N:17])=[C:14]([S:18][CH3:19])[S:13][C:12]=2[C:20]([NH2:22])=O)=[CH:7][CH:6]=1)([CH3:4])([CH3:3])[CH3:2].C=O.C(O)=O. (3) Given the product [CH3:33][O:32][C:25]1[CH:26]=[C:27]([O:30][CH3:31])[CH:28]=[CH:29][C:24]=1[CH2:23][NH:22][C:21]1[C:16]2[CH:15]=[CH:14][N:13]([C@H:5]3[C@@H:6]4[O:10][C:9]([CH3:12])([CH3:11])[O:8][C@@H:7]4[C@@H:3]([CH2:2][NH:1][CH:35]4[CH2:38][CH:37]([CH2:39][CH2:40][C:41]([O:43][CH2:44][C:45]5[CH:46]=[CH:47][CH:48]=[CH:49][CH:50]=5)=[O:42])[CH2:36]4)[O:4]3)[C:17]=2[N:18]=[CH:19][N:20]=1, predict the reactants needed to synthesize it. The reactants are: [NH2:1][CH2:2][C@@H:3]1[C@H:7]2[O:8][C:9]([CH3:12])([CH3:11])[O:10][C@H:6]2[C@H:5]([N:13]2[C:17]3[N:18]=[CH:19][N:20]=[C:21]([NH:22][CH2:23][C:24]4[CH:29]=[CH:28][C:27]([O:30][CH3:31])=[CH:26][C:25]=4[O:32][CH3:33])[C:16]=3[CH:15]=[CH:14]2)[O:4]1.O=[C:35]1[CH2:38][CH:37]([CH2:39][CH2:40][C:41]([O:43][CH2:44][C:45]2[CH:50]=[CH:49][CH:48]=[CH:47][CH:46]=2)=[O:42])[CH2:36]1.CC(O)=O.[BH-](OC(C)=O)(OC(C)=O)OC(C)=O.[Na+]. (4) Given the product [F:31][C:16]1[CH:17]=[C:18]([NH:20][C:21]([NH:23][C:24]2[CH:25]=[N:26][C:27]([CH3:30])=[CH:28][CH:29]=2)=[O:22])[CH:19]=[C:14]([O:13][CH:10]2[CH2:11][CH2:12][NH:8][CH2:9]2)[CH:15]=1, predict the reactants needed to synthesize it. The reactants are: C(OC([N:8]1[CH2:12][CH2:11][CH:10]([O:13][C:14]2[CH:19]=[C:18]([NH:20][C:21]([NH:23][C:24]3[CH:25]=[N:26][C:27]([CH3:30])=[CH:28][CH:29]=3)=[O:22])[CH:17]=[C:16]([F:31])[CH:15]=2)[CH2:9]1)=O)(C)(C)C.FC(F)(F)C(O)=O. (5) The reactants are: C([O:5][C:6](=[O:33])[C:7]1[CH:12]=[CH:11][C:10]([N:13]([C:20]2[CH:25]=[CH:24][C:23]([O:26][CH:27]([F:29])[F:28])=[C:22]([O:30][CH2:31][CH3:32])[N:21]=2)[CH2:14][C:15]2[S:19][CH:18]=[N:17][CH:16]=2)=[CH:9][CH:8]=1)(C)(C)C. Given the product [F:29][CH:27]([F:28])[O:26][C:23]1[CH:24]=[CH:25][C:20]([N:13]([CH2:14][C:15]2[S:19][CH:18]=[N:17][CH:16]=2)[C:10]2[CH:11]=[CH:12][C:7]([C:6]([OH:33])=[O:5])=[CH:8][CH:9]=2)=[N:21][C:22]=1[O:30][CH2:31][CH3:32], predict the reactants needed to synthesize it.